Dataset: Forward reaction prediction with 1.9M reactions from USPTO patents (1976-2016). Task: Predict the product of the given reaction. Given the reactants [NH2:1][C:2]1[CH:18]=[CH:17][C:5]([O:6][C:7]2[CH:12]=[CH:11][N:10]=[C:9]3[NH:13][C:14](=[O:16])[NH:15][C:8]=23)=[CH:4][CH:3]=1.[C:19]1([N:25]=[C:26]=[O:27])[CH:24]=[CH:23][CH:22]=[CH:21][CH:20]=1.C(Cl)Cl, predict the reaction product. The product is: [O:16]=[C:14]1[NH:13][C:9]2=[N:10][CH:11]=[CH:12][C:7]([O:6][C:5]3[CH:17]=[CH:18][C:2]([NH:1][C:26]([NH:25][C:19]4[CH:24]=[CH:23][CH:22]=[CH:21][CH:20]=4)=[O:27])=[CH:3][CH:4]=3)=[C:8]2[NH:15]1.